From a dataset of Catalyst prediction with 721,799 reactions and 888 catalyst types from USPTO. Predict which catalyst facilitates the given reaction. Reactant: Cl.[CH3:2][NH:3][CH3:4].[Br:5][C:6]1[N:11]=[C:10]([CH:12]=O)[CH:9]=[CH:8][CH:7]=1.C(O[BH-](OC(=O)C)OC(=O)C)(=O)C.[Na+]. Product: [Br:5][C:6]1[N:11]=[C:10]([CH2:12][N:3]([CH3:4])[CH3:2])[CH:9]=[CH:8][CH:7]=1. The catalyst class is: 4.